This data is from Forward reaction prediction with 1.9M reactions from USPTO patents (1976-2016). The task is: Predict the product of the given reaction. (1) Given the reactants [NH2:1][C:2]1[C:3]([C:9]#N)=[N:4][CH:5]=[C:6]([CH3:8])[CH:7]=1.[Cl:11][C:12]1[CH:17]=[CH:16][C:15]([S:18](Cl)(=[O:20])=[O:19])=[CH:14][C:13]=1[C:22]([F:25])([F:24])[F:23].[OH-:26].[Na+].Cl.[OH2:29], predict the reaction product. The product is: [Cl:11][C:12]1[CH:17]=[CH:16][C:15]([S:18]([NH:1][C:2]2[C:3]([C:9]([OH:29])=[O:26])=[N:4][CH:5]=[C:6]([CH3:8])[CH:7]=2)(=[O:20])=[O:19])=[CH:14][C:13]=1[C:22]([F:25])([F:24])[F:23]. (2) Given the reactants C(N(C(C)C)CC)(C)C.[NH2:10][C:11]1[CH:26]=[CH:25][C:24]([Cl:27])=[CH:23][C:12]=1[C:13]([NH:15][CH2:16][CH:17]1[CH2:22][CH2:21][CH2:20][CH2:19][CH2:18]1)=[O:14].[CH3:28][C:29]1[C:37]([CH3:38])=[CH:36][CH:35]=[CH:34][C:30]=1[C:31](Cl)=[O:32], predict the reaction product. The product is: [Cl:27][C:24]1[CH:25]=[CH:26][C:11]([NH:10][C:31](=[O:32])[C:30]2[CH:34]=[CH:35][CH:36]=[C:37]([CH3:38])[C:29]=2[CH3:28])=[C:12]([C:13]([NH:15][CH2:16][CH:17]2[CH2:22][CH2:21][CH2:20][CH2:19][CH2:18]2)=[O:14])[CH:23]=1. (3) Given the reactants [CH3:1][C:2]1[N:3]=[N:4][N:5]([C:7]([C:20]2[CH:25]=[CH:24][CH:23]=[CH:22][CH:21]=2)([C:14]2[CH:19]=[CH:18][CH:17]=[CH:16][CH:15]=2)[C:8]2[CH:13]=[CH:12][CH:11]=[CH:10][CH:9]=2)[N:6]=1.[Li]CCCC.[CH3:31][C:32]1[CH:37]=[C:36]([CH3:38])[CH:35]=[CH:34][C:33]=1[N:39]([CH2:52][CH:53]([CH3:55])[CH3:54])[S:40]([C:43]1[CH:48]=[CH:47][C:46]([CH:49]2[CH2:51][O:50]2)=[CH:45][CH:44]=1)(=[O:42])=[O:41], predict the reaction product. The product is: [CH3:31][C:32]1[CH:37]=[C:36]([CH3:38])[CH:35]=[CH:34][C:33]=1[N:39]([CH2:52][CH:53]([CH3:55])[CH3:54])[S:40]([C:43]1[CH:48]=[CH:47][C:46]([CH:49]([OH:50])[CH2:51][CH2:1][C:2]2[N:3]=[N:4][N:5]([C:7]([C:8]3[CH:13]=[CH:12][CH:11]=[CH:10][CH:9]=3)([C:14]3[CH:15]=[CH:16][CH:17]=[CH:18][CH:19]=3)[C:20]3[CH:25]=[CH:24][CH:23]=[CH:22][CH:21]=3)[N:6]=2)=[CH:45][CH:44]=1)(=[O:42])=[O:41]. (4) Given the reactants [N:1]1([CH2:7][CH2:8][CH2:9][O:10][C:11]2[CH:19]=[CH:18][C:14]([C:15]([Cl:17])=[O:16])=[C:13]([C:20]([F:23])([F:22])[F:21])[CH:12]=2)[CH2:6][CH2:5][CH2:4][CH2:3][CH2:2]1.[CH2:24]1[C:32]2[C:27](=[CH:28][CH:29]=[CH:30][CH:31]=2)[CH2:26][NH:25]1.CCN(CC1C=CC=CC=1)CC.C=CC1C=CC=CC=1.C=CC1C=CC(C=C)=CC=1, predict the reaction product. The product is: [ClH:17].[N:1]1([CH2:7][CH2:8][CH2:9][O:10][C:11]2[CH:19]=[CH:18][C:14]([C:15]([N:25]3[CH2:26][C:27]4[C:32](=[CH:31][CH:30]=[CH:29][CH:28]=4)[CH2:24]3)=[O:16])=[C:13]([C:20]([F:23])([F:22])[F:21])[CH:12]=2)[CH2:6][CH2:5][CH2:4][CH2:3][CH2:2]1. (5) Given the reactants Br[C:2]1[N:6]2[CH:7]=[C:8]([C:11]3[CH:16]=[CH:15][C:14]([C:17]([N:19]4[CH2:24][CH2:23][N:22]([CH3:25])[CH2:21][CH2:20]4)=[O:18])=[CH:13][CH:12]=3)[N:9]=[CH:10][C:5]2=[N:4][CH:3]=1.C([O-])([O-])=O.[K+].[K+].[C:32]([C:34]1[CH:39]=[CH:38][C:37](B(O)O)=[CH:36][CH:35]=1)#[N:33], predict the reaction product. The product is: [CH3:25][N:22]1[CH2:21][CH2:20][N:19]([C:17]([C:14]2[CH:13]=[CH:12][C:11]([C:8]3[N:9]=[CH:10][C:5]4[N:6]([C:2]([C:37]5[CH:38]=[CH:39][C:34]([C:32]#[N:33])=[CH:35][CH:36]=5)=[CH:3][N:4]=4)[CH:7]=3)=[CH:16][CH:15]=2)=[O:18])[CH2:24][CH2:23]1. (6) The product is: [NH2:11][C:8]1[C:9](=[O:10])[N:5]([CH:1]2[CH2:2][CH2:3][CH2:4]2)[N:6]([CH3:20])[C:7]=1[CH3:19]. Given the reactants [CH:1]1([N:5]2[C:9](=[O:10])[C:8]([NH:11]C(=O)OC(C)(C)C)=[C:7]([CH3:19])[N:6]2[CH3:20])[CH2:4][CH2:3][CH2:2]1.S(=O)(=O)(O)O, predict the reaction product. (7) Given the reactants [CH2:1]([N:4]1[CH:13]=[CH:12][C:11]2[C:6](=[CH:7][CH:8]=[C:9]([NH:14]N)[CH:10]=2)[C:5]1=[O:16])[CH2:2][CH3:3].[NH:17]1C2[C:20](=[CH:21]C=CC=2)[CH:19]=[CH:18]1.[Cl:26]CCCC1OCCO1, predict the reaction product. The product is: [NH2:17][CH2:18][CH2:19][C:20]1[C:10]2=[C:11]3[C:6](=[CH:7][CH:8]=[C:9]2[NH:14][CH:21]=1)[C:5](=[O:16])[N:4]([CH2:1][CH2:2][CH3:3])[CH:13]=[CH:12]3.[ClH:26]. (8) Given the reactants C[O:2][C:3](=[O:16])/[CH:4]=[CH:5]/[C:6]1[CH:7]=[CH:8][CH:9]=[C:10]2[C:14]=1[NH:13][CH:12]=[C:11]2[CH3:15].Cl, predict the reaction product. The product is: [CH3:15][C:11]1[C:10]2[C:14](=[C:6](/[CH:5]=[CH:4]/[C:3]([OH:16])=[O:2])[CH:7]=[CH:8][CH:9]=2)[NH:13][CH:12]=1. (9) Given the reactants [CH2:1]([O:3][C:4]1[C:5]([CH2:17]Br)=[C:6]([N:10]2[C:14](=[O:15])[N:13]([CH3:16])[N:12]=[N:11]2)[CH:7]=[CH:8][CH:9]=1)[CH3:2].[CH3:19][C:20]1[CH:25]=[C:24]([N:26]2[C:30]([CH3:31])=[C:29]([CH3:32])[C:28]([CH3:33])=[N:27]2)[CH:23]=[CH:22][C:21]=1[OH:34].C(=O)([O-])[O-].[K+].[K+], predict the reaction product. The product is: [CH2:1]([O:3][C:4]1[C:5]([CH2:17][O:34][C:21]2[CH:22]=[CH:23][C:24]([N:26]3[C:30]([CH3:31])=[C:29]([CH3:32])[C:28]([CH3:33])=[N:27]3)=[CH:25][C:20]=2[CH3:19])=[C:6]([N:10]2[C:14](=[O:15])[N:13]([CH3:16])[N:12]=[N:11]2)[CH:7]=[CH:8][CH:9]=1)[CH3:2]. (10) Given the reactants [NH2:1][C:2]1[CH:10]=[C:9]([F:11])[CH:8]=[CH:7][C:3]=1[C:4]([OH:6])=[O:5].C(=O)(O)[O-].[Na+].[C:17]([C:21]1[CH:26]=[CH:25][C:24]([S:27](Cl)(=[O:29])=[O:28])=[CH:23][CH:22]=1)([CH3:20])([CH3:19])[CH3:18].NC1C=CC=CC=1, predict the reaction product. The product is: [C:17]([C:21]1[CH:26]=[CH:25][C:24]([S:27]([NH:1][C:2]2[CH:10]=[C:9]([F:11])[CH:8]=[CH:7][C:3]=2[C:4]([OH:6])=[O:5])(=[O:29])=[O:28])=[CH:23][CH:22]=1)([CH3:20])([CH3:18])[CH3:19].